From a dataset of Forward reaction prediction with 1.9M reactions from USPTO patents (1976-2016). Predict the product of the given reaction. (1) Given the reactants [CH3:1][C:2]1[N:7]=[C:6]([OH:8])[N:5]=[C:4]([OH:9])[CH:3]=1.C1C(=O)N([I:17])C(=O)C1, predict the reaction product. The product is: [I:17][C:3]1[C:4]([OH:9])=[N:5][C:6]([OH:8])=[N:7][C:2]=1[CH3:1]. (2) The product is: [F:37][C:26]([F:25])([F:36])[C:27]1[N:28]=[CH:29][C:30]([C:31]2[O:1][N:2]=[C:3]([C:5]3[CH:13]=[CH:12][C:11]4[N:10]5[CH2:14][CH2:15][CH:16]([CH2:17][C:18]([O:20][C:21]([CH3:24])([CH3:23])[CH3:22])=[O:19])[C:9]5=[CH:8][C:7]=4[CH:6]=3)[N:4]=2)=[CH:34][CH:35]=1. Given the reactants [OH:1][N:2]=[C:3]([C:5]1[CH:13]=[CH:12][C:11]2[N:10]3[CH2:14][CH2:15][CH:16]([CH2:17][C:18]([O:20][C:21]([CH3:24])([CH3:23])[CH3:22])=[O:19])[C:9]3=[CH:8][C:7]=2[CH:6]=1)[NH2:4].[F:25][C:26]([F:37])([F:36])[C:27]1[CH:35]=[CH:34][C:30]([C:31](Cl)=O)=[CH:29][N:28]=1, predict the reaction product. (3) Given the reactants [N+:1]([C:4]1[CH:9]=[CH:8][CH:7]=[C:6]([NH2:10])[C:5]=1[NH2:11])([O-:3])=[O:2].[CH:12](=O)[CH2:13][CH2:14][CH3:15].[NH4+].[OH-], predict the reaction product. The product is: [N+:1]([C:4]1[C:5]2[N:11]=[C:12]([CH2:13][CH2:14][CH3:15])[NH:10][C:6]=2[CH:7]=[CH:8][CH:9]=1)([O-:3])=[O:2]. (4) Given the reactants [C:1]([O:5][C:6]([N:8]([C@H:16]1[CH2:24][CH2:23][CH2:22][C@H:21]([O:25][CH2:26][CH:27]([CH3:29])[CH3:28])[C@@H:20]([O:30][CH2:31][CH2:32][CH:33]([OH:35])[CH3:34])[C@H:19]([CH3:36])[O:18][C:17]1=[O:37])[C:9](=[O:15])[O:10][C:11]([CH3:14])([CH3:13])[CH3:12])=[O:7])([CH3:4])([CH3:3])[CH3:2].[CH3:38]N(C1C2C(N(C)C)=CC=CC=2C=CC=1)C.F[B-](F)(F)F.C[O+](C)C, predict the reaction product. The product is: [C:11]([O:10][C:9]([N:8]([C@H:16]1[CH2:24][CH2:23][CH2:22][C@H:21]([O:25][CH2:26][CH:27]([CH3:28])[CH3:29])[C@@H:20]([O:30][CH2:31][CH2:32][CH:33]([O:35][CH3:38])[CH3:34])[C@H:19]([CH3:36])[O:18][C:17]1=[O:37])[C:6](=[O:7])[O:5][C:1]([CH3:4])([CH3:3])[CH3:2])=[O:15])([CH3:13])([CH3:12])[CH3:14]. (5) Given the reactants [NH3:1].[CH2:2]([O:4][C:5]([C:7]1[C:8]2[S:16][CH:15]=[C:14]([CH2:17][O:18][C:19]3[CH:24]=[CH:23][CH:22]=[C:21]([NH:25][C:26]4[CH:31]=[CH:30][CH:29]=[CH:28][CH:27]=4)[CH:20]=3)[C:9]=2[C:10](Cl)=[N:11][CH:12]=1)=[O:6])[CH3:3], predict the reaction product. The product is: [CH2:2]([O:4][C:5]([C:7]1[C:8]2[S:16][CH:15]=[C:14]([CH2:17][O:18][C:19]3[CH:24]=[CH:23][CH:22]=[C:21]([NH:25][C:26]4[CH:31]=[CH:30][CH:29]=[CH:28][CH:27]=4)[CH:20]=3)[C:9]=2[C:10]([NH2:1])=[N:11][CH:12]=1)=[O:6])[CH3:3]. (6) The product is: [CH3:15][C:10]1([CH3:16])[CH:11]=[C:12]2[C:7](=[C:6]3[C:14]([NH:13]2)=[C:2]([C:31]2[CH:32]=[CH:33][CH:34]=[CH:35][N:30]=2)[C:3]2=[CH:29][C:28]4[C:23]([C:4]2=[CH:5]3)=[CH:24][CH:25]=[CH:26][CH:27]=4)[CH:8]([C:17]2[CH:18]=[CH:19][CH:20]=[CH:21][CH:22]=2)[CH2:9]1. Given the reactants Br[C:2]1[C:3]2[C:4]([C:23]3[C:28]([CH:29]=2)=[CH:27][CH:26]=[CH:25][CH:24]=3)=[CH:5][C:6]2[C:14]=1[NH:13][C:12]1[C:7]=2[CH:8]([C:17]2[CH:22]=[CH:21][CH:20]=[CH:19][CH:18]=2)[CH2:9][C:10]([CH3:16])([CH3:15])[CH:11]=1.[N:30]1[CH:35]=[CH:34][CH:33]=[CH:32][C:31]=1B(O)O.C([O-])([O-])=O.[Na+].[Na+].CCO, predict the reaction product. (7) Given the reactants [CH2:1]([C:3]([C:14]1[CH:19]=[CH:18][C:17]([O:20][S:21]([C:24]([F:27])([F:26])[F:25])(=[O:23])=[O:22])=[C:16]([CH3:28])[CH:15]=1)([C:6]1[CH:11]=[CH:10][C:9]([OH:12])=[C:8]([CH3:13])[CH:7]=1)[CH2:4][CH3:5])[CH3:2].CCN(CC)CC.[C:36](Cl)(=[O:41])[C:37]([CH3:40])([CH3:39])[CH3:38].O, predict the reaction product. The product is: [CH2:1]([C:3]([C:6]1[CH:11]=[CH:10][C:9]([O:12][C:36](=[O:41])[C:37]([CH3:40])([CH3:39])[CH3:38])=[C:8]([CH3:13])[CH:7]=1)([C:14]1[CH:19]=[CH:18][C:17]([O:20][S:21]([C:24]([F:26])([F:25])[F:27])(=[O:23])=[O:22])=[C:16]([CH3:28])[CH:15]=1)[CH2:4][CH3:5])[CH3:2]. (8) Given the reactants [NH:1]1[CH2:4][CH:3]([C:5]2[NH:9][N:8]=[C:7]([C:10]3[CH:15]=[CH:14][CH:13]=[C:12]([CH3:16])[N:11]=3)[N:6]=2)[CH2:2]1.[CH3:17][C:18]1[N:19]=[C:20]2[N:25]=[C:24]([C:26]3[CH:33]=[CH:32][C:29]([CH:30]=O)=[CH:28][CH:27]=3)[C:23]([C:34]3[CH:39]=[CH:38][CH:37]=[CH:36][CH:35]=3)=[C:22]([NH:40][CH:41]([CH3:43])[CH3:42])[N:21]2[CH:44]=1, predict the reaction product. The product is: [CH:41]([NH:40][C:22]1[N:21]2[CH:44]=[C:18]([CH3:17])[N:19]=[C:20]2[N:25]=[C:24]([C:26]2[CH:33]=[CH:32][C:29]([CH2:30][N:1]3[CH2:4][CH:3]([C:5]4[N:6]=[C:7]([C:10]5[CH:15]=[CH:14][CH:13]=[C:12]([CH3:16])[N:11]=5)[NH:8][N:9]=4)[CH2:2]3)=[CH:28][CH:27]=2)[C:23]=1[C:34]1[CH:35]=[CH:36][CH:37]=[CH:38][CH:39]=1)([CH3:43])[CH3:42]. (9) The product is: [CH3:37][C:29]1[CH:30]=[C:31]([CH:32]=[CH:33][CH:34]=1)[CH:35]=[N:23][NH:22][C:13]1[CH:14]=[C:15]([N:16]2[CH2:17][CH2:18][O:19][CH2:20][CH2:21]2)[N:10]2[N:9]=[C:8]([C:5]3[CH:6]=[N:7][C:2]([CH3:1])=[CH:3][CH:4]=3)[CH:24]=[C:11]2[N:12]=1. Given the reactants [CH3:1][C:2]1[N:7]=[CH:6][C:5]([C:8]2[CH:24]=[C:11]3[N:12]=[C:13]([NH:22][NH2:23])[CH:14]=[C:15]([N:16]4[CH2:21][CH2:20][O:19][CH2:18][CH2:17]4)[N:10]3[N:9]=2)=[CH:4][CH:3]=1.C(O)(=O)C.[C:29]1([CH3:37])[CH:34]=[CH:33][CH:32]=[C:31]([CH:35]=O)[CH:30]=1, predict the reaction product.